From a dataset of Full USPTO retrosynthesis dataset with 1.9M reactions from patents (1976-2016). Predict the reactants needed to synthesize the given product. (1) Given the product [CH2:26]([O:9][C@H:4]1[CH2:5][CH2:6][CH2:7][CH2:8][C@H:3]1[NH:2][C:15](=[O:16])[O:14][C:10]([CH3:13])([CH3:12])[CH3:11])[CH3:27], predict the reactants needed to synthesize it. The reactants are: Cl.[NH2:2][C@H:3]1[CH2:8][CH2:7][CH2:6][CH2:5][C@H:4]1[OH:9].[C:10]([O:14][C:15](O[C:15]([O:14][C:10]([CH3:13])([CH3:12])[CH3:11])=[O:16])=[O:16])([CH3:13])([CH3:12])[CH3:11].I[CH2:26][CH3:27]. (2) Given the product [NH2:1][C:2]1[N:3]=[CH:4][C:5]([C:18]2[CH:19]=[CH:20][C:21]([CH2:22][N:23]([CH2:45][CH3:46])[CH:24]3[CH2:29][CH2:28][NH:27][C@@H:26]([C:37]([O:39][CH:40]4[CH2:41][CH2:42][CH2:43][CH2:44]4)=[O:38])[CH2:25]3)=[CH:47][CH:48]=2)=[N:6][C:7]=1[NH:8][CH2:9][C:10]1[C:15]([Cl:16])=[CH:14][CH:13]=[CH:12][C:11]=1[Cl:17], predict the reactants needed to synthesize it. The reactants are: [NH2:1][C:2]1[N:3]=[CH:4][C:5]([C:18]2[CH:48]=[CH:47][C:21]([CH2:22][N:23]([CH2:45][CH3:46])[CH:24]3[CH2:29][CH2:28][N:27](C(OC(C)(C)C)=O)[C@@H:26]([C:37]([O:39][CH:40]4[CH2:44][CH2:43][CH2:42][CH2:41]4)=[O:38])[CH2:25]3)=[CH:20][CH:19]=2)=[N:6][C:7]=1[NH:8][CH2:9][C:10]1[C:15]([Cl:16])=[CH:14][CH:13]=[CH:12][C:11]=1[Cl:17]. (3) Given the product [CH2:22]([O:21][CH2:20][CH:16]([CH2:15][O:14][CH2:7][C:8]1[CH:9]=[CH:10][CH:11]=[CH:12][CH:13]=1)[CH2:17][CH2:18][NH2:19])[C:23]1[CH:24]=[CH:25][CH:26]=[CH:27][CH:28]=1, predict the reactants needed to synthesize it. The reactants are: [H-].[Al+3].[Li+].[H-].[H-].[H-].[CH2:7]([O:14][CH2:15][C:16]([CH2:20][O:21][CH2:22][C:23]1[CH:28]=[CH:27][CH:26]=[CH:25][CH:24]=1)=[CH:17][C:18]#[N:19])[C:8]1[CH:13]=[CH:12][CH:11]=[CH:10][CH:9]=1. (4) The reactants are: O1CCOCC1.O.[CH:8]1(B(O)O)[CH2:10][CH2:9]1.Br[C:15]1[C:23]2[C:18](=[CH:19][CH:20]=[CH:21][C:22]=2[N+:24]([O-:26])=[O:25])[N:17]([CH2:27][C:28]2[CH:33]=[CH:32][CH:31]=[C:30]([CH3:34])[N:29]=2)[N:16]=1.C([O-])([O-])=O.[K+].[K+]. Given the product [CH:8]1([C:15]2[C:23]3[C:18](=[CH:19][CH:20]=[CH:21][C:22]=3[N+:24]([O-:26])=[O:25])[N:17]([CH2:27][C:28]3[CH:33]=[CH:32][CH:31]=[C:30]([CH3:34])[N:29]=3)[N:16]=2)[CH2:10][CH2:9]1, predict the reactants needed to synthesize it.